Dataset: Catalyst prediction with 721,799 reactions and 888 catalyst types from USPTO. Task: Predict which catalyst facilitates the given reaction. (1) Reactant: N1C=CC=CC=1.[CH2:7]([C:10]1[CH:15]=[CH:14][CH:13]=[CH:12][C:11]=1[OH:16])[CH2:8][CH3:9].[F:17][C:18]([F:31])([F:30])[S:19](O[S:19]([C:18]([F:31])([F:30])[F:17])(=[O:21])=[O:20])(=[O:21])=[O:20].O. Product: [CH2:7]([C:10]1[CH:15]=[CH:14][CH:13]=[CH:12][C:11]=1[O:16][S:19]([C:18]([F:31])([F:30])[F:17])(=[O:21])=[O:20])[CH2:8][CH3:9]. The catalyst class is: 2. (2) Reactant: [H-].[Na+].[S:3]1(=[O:17])(=[O:16])[C:8]2=[CH:9][CH:10]=[CH:11][C:12]3=[CH:13][CH:14]=[CH:15][C:6](=[C:7]23)[NH:5][CH2:4]1.Br[CH2:19][C:20]([NH2:22])=[O:21]. Product: [O:17]=[S:3]1(=[O:16])[C:8]2=[CH:9][CH:10]=[CH:11][C:12]3=[CH:13][CH:14]=[CH:15][C:6](=[C:7]23)[NH:5][CH:4]1[CH2:19][C:20]([NH2:22])=[O:21]. The catalyst class is: 9. (3) Reactant: [NH2:1][C:2]1[NH:3][C:4](=[O:15])[C:5]([C:13]#[N:14])=[C:6]([C:8]2[O:9][CH2:10][CH2:11][CH:12]=2)[N:7]=1.Cl.[N:17]1[CH:22]=[CH:21][CH:20]=[CH:19][C:18]=1[CH2:23]Cl.C(=O)([O-])[O-].[Cs+].[Cs+]. Product: [NH2:1][C:2]1[N:7]=[C:6]([C:8]2[O:9][CH2:10][CH2:11][CH:12]=2)[C:5]([C:13]#[N:14])=[C:4]([O:15][CH2:23][C:18]2[CH:19]=[CH:20][CH:21]=[CH:22][N:17]=2)[N:3]=1. The catalyst class is: 3. (4) Reactant: [Br:1][C:2]1[C:3]([F:10])=[C:4]([NH2:9])[C:5]([NH2:8])=[CH:6][CH:7]=1.[N:11]([O-])=O.[Na+]. Product: [Br:1][C:2]1[CH:7]=[CH:6][C:5]2[NH:8][N:11]=[N:9][C:4]=2[C:3]=1[F:10]. The catalyst class is: 211.